Dataset: Forward reaction prediction with 1.9M reactions from USPTO patents (1976-2016). Task: Predict the product of the given reaction. Given the reactants [Cl:1][C:2]1[CH:21]=[C:20]([Cl:22])[CH:19]=[CH:18][C:3]=1[O:4][C:5]1[N:14]=[C:13]([O:15][CH2:16][CH3:17])[CH:12]=[CH:11][C:6]=1[C:7](OC)=[O:8].[H-].[Al+3].[Li+].[H-].[H-].[H-].O.O.O.O.O.O.O.O.O.O.S([O-])([O-])(=O)=O.[Mg+2], predict the reaction product. The product is: [Cl:1][C:2]1[CH:21]=[C:20]([Cl:22])[CH:19]=[CH:18][C:3]=1[O:4][C:5]1[C:6]([CH2:7][OH:8])=[CH:11][CH:12]=[C:13]([O:15][CH2:16][CH3:17])[N:14]=1.